The task is: Predict which catalyst facilitates the given reaction.. This data is from Catalyst prediction with 721,799 reactions and 888 catalyst types from USPTO. (1) Reactant: [NH:1]1[C:9]2[C:4](=[CH:5][CH:6]=[CH:7][CH:8]=2)[CH:3]=[CH:2]1.Cl.I[C:12]1[CH:17]=[CH:16][N:15]=[CH:14][CH:13]=1.CC(C)([O-])C.[Na+].CC(N(C)C)=O. Product: [N:15]1[CH:16]=[CH:17][C:12]([N:1]2[C:9]3[C:4](=[CH:5][CH:6]=[CH:7][CH:8]=3)[CH:3]=[CH:2]2)=[CH:13][CH:14]=1. The catalyst class is: 84. (2) Reactant: Cl[CH2:2][CH2:3][C:4]([NH:6][C:7]1[CH:8]=[C:9]([CH:13]([CH3:16])[C:14]#[N:15])[CH:10]=[CH:11][CH:12]=1)=[O:5].[Al+3].[Cl-].[Cl-].[Cl-]. Product: [O:5]=[C:4]1[CH2:3][CH2:2][C:12]2[C:7](=[CH:8][C:9]([CH:13]([CH3:16])[C:14]#[N:15])=[CH:10][CH:11]=2)[NH:6]1. The catalyst class is: 2. (3) Reactant: [CH3:1][C:2]1([OH:8])[CH2:7][CH2:6][CH2:5][CH2:4][CH2:3]1.C[Li].[CH2:11]([O:13][Si:14]([O:24][CH2:25][CH3:26])([O:21][CH2:22][CH3:23])[CH2:15][CH2:16][CH2:17][N:18]=[C:19]=[O:20])[CH3:12]. Product: [CH3:1][C:2]1([O:8][C:19](=[O:20])[NH:18][CH2:17][CH2:16][CH2:15][Si:14]([O:21][CH2:22][CH3:23])([O:24][CH2:25][CH3:26])[O:13][CH2:11][CH3:12])[CH2:7][CH2:6][CH2:5][CH2:4][CH2:3]1. The catalyst class is: 28. (4) Reactant: C1(S([N:10]2[C:22]3[C:21]([N:23]4[C:35]5[C:34]([C:36]([O:38][CH3:39])=[O:37])=[CH:33][CH:32]=[CH:31][C:30]=5[C:29]5[C:24]4=[CH:25][CH:26]=[CH:27][CH:28]=5)=[CH:20][CH:19]=[CH:18][C:17]=3[C:16]3[C:11]2=[CH:12][CH:13]=[CH:14][CH:15]=3)(=O)=O)C=CC=CC=1.[OH-].[K+].Cl. Product: [C:21]1([N:23]2[C:35]3[C:34]([C:36]([O:38][CH3:39])=[O:37])=[CH:33][CH:32]=[CH:31][C:30]=3[C:29]3[C:24]2=[CH:25][CH:26]=[CH:27][CH:28]=3)[C:22]2[NH:10][C:11]3[C:16](=[CH:15][CH:14]=[CH:13][CH:12]=3)[C:17]=2[CH:18]=[CH:19][CH:20]=1. The catalyst class is: 58.